This data is from CYP2D6 inhibition data for predicting drug metabolism from PubChem BioAssay. The task is: Regression/Classification. Given a drug SMILES string, predict its absorption, distribution, metabolism, or excretion properties. Task type varies by dataset: regression for continuous measurements (e.g., permeability, clearance, half-life) or binary classification for categorical outcomes (e.g., BBB penetration, CYP inhibition). Dataset: cyp2d6_veith. (1) The compound is O=c1c(-c2ccc(F)c(F)c2)nc2cncnc2n1Cc1ccccc1Cl. The result is 0 (non-inhibitor). (2) The compound is COc1ccc(C2CC(C(F)(F)F)n3nc(C(=O)N(C)Cc4cn(C)nc4C)c(Cl)c3N2)cc1. The result is 0 (non-inhibitor).